Dataset: Full USPTO retrosynthesis dataset with 1.9M reactions from patents (1976-2016). Task: Predict the reactants needed to synthesize the given product. The reactants are: [CH2:1](Br)[CH3:2].[F:4][C:5]1[CH:6]=[C:7]([CH:14]=[CH:15][CH:16]=1)[CH2:8][C@@H:9]1[CH2:13][CH2:12][NH:11][CH2:10]1.C(=O)([O-])[O-].[K+].[K+]. Given the product [CH2:1]([N:11]1[CH2:12][CH2:13][C@@H:9]([CH2:8][C:7]2[CH:14]=[CH:15][CH:16]=[C:5]([F:4])[CH:6]=2)[CH2:10]1)[CH3:2], predict the reactants needed to synthesize it.